From a dataset of Full USPTO retrosynthesis dataset with 1.9M reactions from patents (1976-2016). Predict the reactants needed to synthesize the given product. (1) The reactants are: [CH2:1]([O:5][C:6]1[C:15]2[C:10](=[CH:11][CH:12]=[C:13](C(O)=O)[CH:14]=2)[C:9](=[O:19])[N:8]([CH2:20][CH:21]([CH3:23])[CH3:22])[C:7]=1[CH2:24][NH:25][C:26]([O:28][C:29]([CH3:32])([CH3:31])[CH3:30])=[O:27])[CH2:2][CH2:3][CH3:4].C1(P(N=[N+]=[N-])(C2C=CC=CC=2)=O)C=CC=CC=1.C([N:52]([CH2:55]C)CC)C.C[NH2:58].[O:59]1[CH2:63]CCC1. Given the product [CH2:1]([O:5][C:6]1[C:15]2[C:10](=[CH:11][CH:12]=[C:13]([NH:58][C:63]([NH:52][CH3:55])=[O:59])[CH:14]=2)[C:9](=[O:19])[N:8]([CH2:20][CH:21]([CH3:23])[CH3:22])[C:7]=1[CH2:24][NH:25][C:26](=[O:27])[O:28][C:29]([CH3:32])([CH3:30])[CH3:31])[CH2:2][CH2:3][CH3:4], predict the reactants needed to synthesize it. (2) Given the product [N:23]1([C:29]([N:9]2[CH2:10][CH:11]3[CH2:15][C:14](=[O:16])[CH2:13][CH:12]3[CH2:8]2)=[O:30])[CH2:28][CH2:27][O:26][CH2:25][CH2:24]1, predict the reactants needed to synthesize it. The reactants are: FC(F)(F)C(O)=O.[CH2:8]1[CH:12]2[CH2:13][C:14](=[O:16])[CH2:15][CH:11]2[CH2:10][NH:9]1.C(=O)([O-])[O-].[K+].[K+].[N:23]1([C:29](Cl)=[O:30])[CH2:28][CH2:27][O:26][CH2:25][CH2:24]1. (3) Given the product [Br:8][C:12]1[CH:13]=[CH:14][C:9]([N:15]([C:37]2[CH:42]=[CH:41][C:40]([CH3:43])=[CH:39][CH:38]=2)[C:16]2[CH:17]=[CH:18][C:19]([N:22]([C:30]3[CH:31]=[CH:32][C:33]([CH3:36])=[CH:34][CH:35]=3)[C:23](=[O:29])[O:24][C:25]([CH3:28])([CH3:27])[CH3:26])=[CH:20][CH:21]=2)=[CH:10][CH:11]=1, predict the reactants needed to synthesize it. The reactants are: C1C(=O)N([Br:8])C(=O)C1.[C:9]1([N:15]([C:37]2[CH:42]=[CH:41][C:40]([CH3:43])=[CH:39][CH:38]=2)[C:16]2[CH:21]=[CH:20][C:19]([N:22]([C:30]3[CH:35]=[CH:34][C:33]([CH3:36])=[CH:32][CH:31]=3)[C:23](=[O:29])[O:24][C:25]([CH3:28])([CH3:27])[CH3:26])=[CH:18][CH:17]=2)[CH:14]=[CH:13][CH:12]=[CH:11][CH:10]=1. (4) Given the product [Cl:1][C:2]1[CH:3]=[CH:4][C:5]([N:8]2[C:12]([CH3:13])=[C:11]([C:14]([NH:36][C:37]3[CH:42]=[N:41][C:40]([N:43]4[CH2:44][CH2:45][CH:46]([C:49]#[N:50])[CH2:47][CH2:48]4)=[C:39]([C:51]#[N:52])[CH:38]=3)=[O:16])[CH:10]=[N:9]2)=[CH:6][CH:7]=1, predict the reactants needed to synthesize it. The reactants are: [Cl:1][C:2]1[CH:7]=[CH:6][C:5]([N:8]2[C:12]([CH3:13])=[C:11]([C:14]([OH:16])=O)[CH:10]=[N:9]2)=[CH:4][CH:3]=1.CC1N(C2C=CC(C(F)(F)F)=CN=2)N=CC=1C(O)=O.[NH2:36][C:37]1[CH:38]=[C:39]([C:51]#[N:52])[C:40]([N:43]2[CH2:48][CH2:47][CH:46]([C:49]#[N:50])[CH2:45][CH2:44]2)=[N:41][CH:42]=1.C(N(CC)CC)C.